This data is from Full USPTO retrosynthesis dataset with 1.9M reactions from patents (1976-2016). The task is: Predict the reactants needed to synthesize the given product. (1) Given the product [CH2:1]([CH:5]1[C:10](=[O:28])[CH2:9][CH2:8][NH:7][CH2:6]1)[CH2:2][CH2:3][CH3:4], predict the reactants needed to synthesize it. The reactants are: [CH2:1]([CH:5]1[C:10](=NO)[CH2:9][CH2:8][N:7](CCC2C=CC=CC=2)[CH2:6]1)[CH2:2][CH2:3][CH3:4].[H-].[H-].[H-].[H-].[Li+].[Al+3].C([O-])(O)=[O:28].[Na+]. (2) The reactants are: [CH2:1]([O:5][CH2:6][CH2:7][O:8][C:9]1[CH:14]=[CH:13][C:12]([C:15]2[CH:16]=[CH:17][C:18]3[N:24]([CH2:25][CH:26]([CH3:28])[CH3:27])[CH2:23][CH2:22][C:21]([C:29]([NH:31][C:32]4[CH:37]=[CH:36][C:35]([S:38][CH2:39][C:40]5[C:41]([O:46][CH3:47])=[N:42][CH:43]=[CH:44][CH:45]=5)=[CH:34][CH:33]=4)=[O:30])=[CH:20][C:19]=3[CH:48]=2)=[CH:11][CH:10]=1)[CH2:2][CH2:3][CH3:4].ClC1C=CC=C(C(OO)=[O:57])C=1.S([O-])([O-])(=O)=S.[Na+].[Na+]. Given the product [CH2:1]([O:5][CH2:6][CH2:7][O:8][C:9]1[CH:10]=[CH:11][C:12]([C:15]2[CH:16]=[CH:17][C:18]3[N:24]([CH2:25][CH:26]([CH3:27])[CH3:28])[CH2:23][CH2:22][C:21]([C:29]([NH:31][C:32]4[CH:33]=[CH:34][C:35]([S:38]([CH2:39][C:40]5[C:41]([O:46][CH3:47])=[N:42][CH:43]=[CH:44][CH:45]=5)=[O:57])=[CH:36][CH:37]=4)=[O:30])=[CH:20][C:19]=3[CH:48]=2)=[CH:13][CH:14]=1)[CH2:2][CH2:3][CH3:4], predict the reactants needed to synthesize it. (3) The reactants are: [OH:1][CH:2]1[CH:7]([C:8]2[CH:13]=[CH:12][C:11]([O:14][C:15]3[CH:20]=[CH:19][CH:18]=[CH:17][CH:16]=3)=[CH:10][CH:9]=2)[CH2:6][CH2:5][N:4]([C:21]([O:23][CH2:24][C:25]2[CH:30]=[CH:29][CH:28]=[CH:27][CH:26]=2)=[O:22])[CH2:3]1.Cl[CH2:32][C:33]1[CH:34]=[CH:35][C:36]2[O:41][CH2:40][C:39](=[O:42])[N:38]([CH2:43][CH2:44][CH2:45][O:46][CH3:47])[C:37]=2[CH:48]=1. Given the product [CH3:47][O:46][CH2:45][CH2:44][CH2:43][N:38]1[C:37]2[CH:48]=[C:33]([CH2:32][O:1][CH:2]3[CH:7]([C:8]4[CH:9]=[CH:10][C:11]([O:14][C:15]5[CH:20]=[CH:19][CH:18]=[CH:17][CH:16]=5)=[CH:12][CH:13]=4)[CH2:6][CH2:5][N:4]([C:21]([O:23][CH2:24][C:25]4[CH:26]=[CH:27][CH:28]=[CH:29][CH:30]=4)=[O:22])[CH2:3]3)[CH:34]=[CH:35][C:36]=2[O:41][CH2:40][C:39]1=[O:42], predict the reactants needed to synthesize it.